From a dataset of Peptide-MHC class I binding affinity with 185,985 pairs from IEDB/IMGT. Regression. Given a peptide amino acid sequence and an MHC pseudo amino acid sequence, predict their binding affinity value. This is MHC class I binding data. (1) The peptide sequence is IGKMNKHYK. The MHC is HLA-A68:02 with pseudo-sequence HLA-A68:02. The binding affinity (normalized) is 0.0847. (2) The peptide sequence is AAHVNEAYV. The MHC is H-2-Db with pseudo-sequence H-2-Db. The binding affinity (normalized) is 0.920. (3) The peptide sequence is DLSLGNQEL. The MHC is HLA-A02:12 with pseudo-sequence HLA-A02:12. The binding affinity (normalized) is 0.213. (4) The peptide sequence is VSDFRDYQSY. The MHC is HLA-A33:01 with pseudo-sequence HLA-A33:01. The binding affinity (normalized) is 0. (5) The peptide sequence is IEKASFIEV. The MHC is HLA-B40:01 with pseudo-sequence HLA-B40:01. The binding affinity (normalized) is 0.232. (6) The peptide sequence is YADHGANQL. The MHC is HLA-A69:01 with pseudo-sequence HLA-A69:01. The binding affinity (normalized) is 0.745.